This data is from Forward reaction prediction with 1.9M reactions from USPTO patents (1976-2016). The task is: Predict the product of the given reaction. (1) Given the reactants [F:1][C:2]1[CH:32]=[CH:31][C:5]([O:6][C:7]2[CH:30]=[CH:29][C:10]([CH2:11][S:12][C:13]3[NH:14][CH:15]=[C:16]([CH2:20][C:21]4[CH:22]=[N:23][C:24]([O:27][CH3:28])=[N:25][CH:26]=4)[C:17](=[O:19])[N:18]=3)=[CH:9][CH:8]=2)=[CH:4][CH:3]=1.CCN(C(C)C)[CH:36]([CH3:38])[CH3:37].BrCCC, predict the reaction product. The product is: [F:1][C:2]1[CH:3]=[CH:4][C:5]([O:6][C:7]2[CH:30]=[CH:29][C:10]([CH2:11][S:12][C:13]3[N:14]([CH2:37][CH2:36][CH3:38])[CH:15]=[C:16]([CH2:20][C:21]4[CH:26]=[N:25][C:24]([O:27][CH3:28])=[N:23][CH:22]=4)[C:17](=[O:19])[N:18]=3)=[CH:9][CH:8]=2)=[CH:31][CH:32]=1. (2) Given the reactants [NH2:1][C:2]([C@@H:4]1[CH2:8][C@H:7]([F:9])[CH2:6][N:5]1[C:10](=[O:23])[C@@H:11]([NH:15][C:16]([O:18][C:19]([CH3:22])([CH3:21])[CH3:20])=[O:17])[CH:12]([CH3:14])[CH3:13])=O.N1C(Cl)=NC(Cl)=NC=1Cl, predict the reaction product. The product is: [C:19]([O:18][C:16]([NH:15][C@@H:11]([CH:12]([CH3:14])[CH3:13])[C:10]([N:5]1[CH2:6][C@@H:7]([F:9])[CH2:8][C@H:4]1[C:2]#[N:1])=[O:23])=[O:17])([CH3:22])([CH3:21])[CH3:20]. (3) Given the reactants [ClH:1].[CH2:2]([N:6]1[CH2:11][CH2:10][N:9]([C:12]2[C:20]([C:21]3[CH2:26][C:25]([CH3:28])([CH3:27])[CH2:24][C:23]([CH3:30])([CH3:29])[CH:22]=3)=[CH:19][C:15]3[O:16][CH2:17][O:18][C:14]=3[CH:13]=2)[CH2:8][CH2:7]1)[CH2:3][CH2:4][CH3:5].CO, predict the reaction product. The product is: [ClH:1].[CH2:2]([N:6]1[CH2:7][CH2:8][N:9]([C:12]2[C:20]([CH:21]3[CH2:22][C:23]([CH3:30])([CH3:29])[CH2:24][C:25]([CH3:27])([CH3:28])[CH2:26]3)=[CH:19][C:15]3[O:16][CH2:17][O:18][C:14]=3[CH:13]=2)[CH2:10][CH2:11]1)[CH2:3][CH2:4][CH3:5]. (4) Given the reactants [N+:1]([C:4]1[CH:12]=[CH:11][CH:10]=[CH:9][C:5]=1[C:6]([OH:8])=O)([O-:3])=[O:2].ON1C2C=CC=CC=2N=N1.C(N=C=NCCCN(C)C)C.[CH3:34][C:35]1[CH:40]=[CH:39][CH:38]=[C:37]([C:41]#[C:42][CH:43]=[C:44]2[CH2:49][CH2:48][NH:47][CH2:46][CH2:45]2)[N:36]=1, predict the reaction product. The product is: [CH3:34][C:35]1[CH:40]=[CH:39][CH:38]=[C:37]([C:41]#[C:42][CH:43]=[C:44]2[CH2:45][CH2:46][N:47]([C:6](=[O:8])[C:5]3[CH:9]=[CH:10][CH:11]=[CH:12][C:4]=3[N+:1]([O-:3])=[O:2])[CH2:48][CH2:49]2)[N:36]=1. (5) Given the reactants [C:1]1([C@H:7]2[C@@H:11]([C:12]3[CH:17]=[CH:16][CH:15]=[CH:14][CH:13]=3)[N:10]([C:18]([O:20][C:21]([CH3:24])([CH3:23])[CH3:22])=[O:19])[C:9](SC)=[N:8]2)[CH:6]=[CH:5][CH:4]=[CH:3][CH:2]=1.[CH2:27]([NH2:35])[CH2:28][C:29]1[CH:34]=[CH:33][CH:32]=[CH:31][CH:30]=1, predict the reaction product. The product is: [C:21]([O:20][C:18]([N:10]1[C@H:11]([C:12]2[CH:17]=[CH:16][CH:15]=[CH:14][CH:13]=2)[C@H:7]([C:1]2[CH:6]=[CH:5][CH:4]=[CH:3][CH:2]=2)[N:8]=[C:9]1[NH:35][CH2:27][CH2:28][C:29]1[CH:34]=[CH:33][CH:32]=[CH:31][CH:30]=1)=[O:19])([CH3:24])([CH3:23])[CH3:22]. (6) Given the reactants [C:1]([CH2:3][CH2:4][CH2:5][CH2:6][CH:7](/[CH:19]=[CH:20]/[C:21]1[CH:26]=[CH:25][CH:24]=[CH:23][C:22]=1[OH:27])[CH2:8][C:9]1[CH:18]=[CH:17][C:12]([C:13]([O:15][CH3:16])=[O:14])=[CH:11][CH:10]=1)#[N:2].[C:28]([C:32]1[CH:39]=[CH:38][C:35]([CH2:36]Br)=[CH:34][CH:33]=1)([CH3:31])([CH3:30])[CH3:29].C(=O)([O-])[O-].[K+].[K+], predict the reaction product. The product is: [C:28]([C:32]1[CH:33]=[CH:34][C:35]([CH2:36][O:27][C:22]2[CH:23]=[CH:24][CH:25]=[CH:26][C:21]=2/[CH:20]=[CH:19]/[CH:7]([CH2:6][CH2:5][CH2:4][CH2:3][C:1]#[N:2])[CH2:8][C:9]2[CH:18]=[CH:17][C:12]([C:13]([O:15][CH3:16])=[O:14])=[CH:11][CH:10]=2)=[CH:38][CH:39]=1)([CH3:31])([CH3:29])[CH3:30]. (7) Given the reactants [CH2:1]([O:8][C:9]([N:11]1[CH2:16][CH2:15][C:14]([NH:20][C:21]([O:23][C:24]([CH3:27])([CH3:26])[CH3:25])=[O:22])([C:17](O)=[O:18])[CH2:13][CH2:12]1)=[O:10])[C:2]1[CH:7]=[CH:6][CH:5]=[CH:4][CH:3]=1.[CH:28]([C:31]1[CH:37]=[CH:36][C:34]([NH2:35])=[CH:33][CH:32]=1)([CH3:30])[CH3:29].CCN=C=NCCCN(C)C.C(OCC)(=O)C, predict the reaction product. The product is: [CH2:1]([O:8][C:9]([N:11]1[CH2:12][CH2:13][C:14]([NH:20][C:21]([O:23][C:24]([CH3:27])([CH3:26])[CH3:25])=[O:22])([C:17](=[O:18])[NH:35][C:34]2[CH:36]=[CH:37][C:31]([CH:28]([CH3:30])[CH3:29])=[CH:32][CH:33]=2)[CH2:15][CH2:16]1)=[O:10])[C:2]1[CH:3]=[CH:4][CH:5]=[CH:6][CH:7]=1. (8) The product is: [CH3:15][CH:14]([N:17]=[C:20](/[N:10]=[C:9](/[NH:8][C:5]1[CH:4]=[CH:3][C:2]([Cl:1])=[CH:7][CH:6]=1)\[NH2:11])[NH2:21])[CH3:16].[ClH:1]. Given the reactants [Cl:1][C:2]1[CH:7]=[CH:6][C:5]([N:8](C#N)[C:9]([NH2:11])=[NH:10])=[CH:4][CH:3]=1.[CH:14]([NH2:17])([CH3:16])[CH3:15].N.C(N(CC([O-])=O)CC(O)=O)[CH2:20][N:21](CC([O-])=O)CC(O)=O.[Na+].[Na+], predict the reaction product. (9) Given the reactants [O:1]=[C:2]1[NH:7][C:6](=[O:8])[C:5]([NH:9]/[C:10](=[CH:15]/[C:16]([O:18]C)=O)/[C:11]([O:13][CH3:14])=[O:12])=[CH:4][NH:3]1.C1C=CC(C2C=CC=CC=2)=CC=1.C1C=CC(OC2C=CC=CC=2)=CC=1, predict the reaction product. The product is: [O:1]=[C:2]1[NH:3][C:4]2[C:16](=[O:18])[CH:15]=[C:10]([C:11]([O:13][CH3:14])=[O:12])[NH:9][C:5]=2[C:6](=[O:8])[NH:7]1.